This data is from Forward reaction prediction with 1.9M reactions from USPTO patents (1976-2016). The task is: Predict the product of the given reaction. Given the reactants [Cl:1][C:2]1[C:9]([CH3:10])=[C:8]([O:11][CH:12]2[CH2:17][CH2:16][N:15]([CH2:18][CH:19]3[CH2:23][CH:22]=[CH:21][CH2:20]3)[CH2:14][CH2:13]2)[CH:7]=[CH:6][C:3]=1[C:4]#[N:5].[OH2:24].C[N+]1([O-])CCOCC1.CC(C)=O.S(S([O-])=O)([O-])(=O)=O.[Na+].[Na+].[OH2:46], predict the reaction product. The product is: [NH3:5].[Cl:1][C:2]1[C:9]([CH3:10])=[C:8]([O:11][CH:12]2[CH2:17][CH2:16][N:15]([CH2:18][CH:19]3[CH2:23][CH:22]([OH:24])[CH:21]([OH:46])[CH2:20]3)[CH2:14][CH2:13]2)[CH:7]=[CH:6][C:3]=1[C:4]#[N:5].